Dataset: Reaction yield outcomes from USPTO patents with 853,638 reactions. Task: Predict the reaction yield, written as a fraction of the theoretical maximum amount of product (1.0 means a 100% yield; for example, 0.34 means a 34% yield). The product is [CH2:20]([C:22]1[O:16][N:15]=[C:13]([C:4]2[S:3][C:2]([NH:1][C:26](=[O:29])[CH2:27][CH3:28])=[N:6][C:5]=2[C:7]2[CH:12]=[CH:11][CH:10]=[CH:9][CH:8]=2)[N:14]=1)[CH3:21]. The yield is 0.490. The catalyst is C1COCC1.C(O)C. The reactants are [NH2:1][C:2]1[S:3][C:4]([C:13]([NH:15][OH:16])=[NH:14])=[C:5]([C:7]2[CH:12]=[CH:11][CH:10]=[CH:9][CH:8]=2)[N:6]=1.C(N(C(C)C)[CH:20]([CH3:22])[CH3:21])C.[C:26](Cl)(=[O:29])[CH2:27][CH3:28].Cl.